From a dataset of NCI-60 drug combinations with 297,098 pairs across 59 cell lines. Regression. Given two drug SMILES strings and cell line genomic features, predict the synergy score measuring deviation from expected non-interaction effect. (1) Drug 1: C1=CC(=CC=C1CCC2=CNC3=C2C(=O)NC(=N3)N)C(=O)NC(CCC(=O)O)C(=O)O. Drug 2: C1CC(C1)(C(=O)O)C(=O)O.[NH2-].[NH2-].[Pt+2]. Cell line: BT-549. Synergy scores: CSS=15.6, Synergy_ZIP=-7.84, Synergy_Bliss=-1.31, Synergy_Loewe=-0.450, Synergy_HSA=1.31. (2) Drug 1: CC1OCC2C(O1)C(C(C(O2)OC3C4COC(=O)C4C(C5=CC6=C(C=C35)OCO6)C7=CC(=C(C(=C7)OC)O)OC)O)O. Drug 2: CN1C(=O)N2C=NC(=C2N=N1)C(=O)N. Cell line: MCF7. Synergy scores: CSS=24.5, Synergy_ZIP=5.51, Synergy_Bliss=5.55, Synergy_Loewe=-19.3, Synergy_HSA=1.34. (3) Drug 1: C1CCN(CC1)CCOC2=CC=C(C=C2)C(=O)C3=C(SC4=C3C=CC(=C4)O)C5=CC=C(C=C5)O. Drug 2: CC1=CC=C(C=C1)C2=CC(=NN2C3=CC=C(C=C3)S(=O)(=O)N)C(F)(F)F. Cell line: DU-145. Synergy scores: CSS=2.17, Synergy_ZIP=1.20, Synergy_Bliss=3.10, Synergy_Loewe=-0.0832, Synergy_HSA=0.146. (4) Drug 1: C(CC(=O)O)C(=O)CN.Cl. Drug 2: C(CCl)NC(=O)N(CCCl)N=O. Cell line: NCI-H226. Synergy scores: CSS=11.1, Synergy_ZIP=1.08, Synergy_Bliss=5.64, Synergy_Loewe=2.90, Synergy_HSA=2.34.